Dataset: Full USPTO retrosynthesis dataset with 1.9M reactions from patents (1976-2016). Task: Predict the reactants needed to synthesize the given product. (1) Given the product [CH2:3]([O:6][C:7]1[CH:15]=[CH:14][CH:13]=[C:12]2[C:8]=1[CH2:9][CH2:10][CH:11]2[OH:16])[CH2:4][CH3:5], predict the reactants needed to synthesize it. The reactants are: [BH4-].[Na+].[CH2:3]([O:6][C:7]1[CH:15]=[CH:14][CH:13]=[C:12]2[C:8]=1[CH2:9][CH2:10][C:11]2=[O:16])[CH2:4][CH3:5]. (2) Given the product [ClH:1].[C:2]1([CH:8]2[CH2:9][CH2:10][N:11]([CH2:14][C@@H:15]3[CH2:20][CH2:19][CH2:18][CH2:17][C@H:16]3[NH2:21])[CH2:12][CH2:13]2)[CH:3]=[CH:4][CH:5]=[CH:6][CH:7]=1, predict the reactants needed to synthesize it. The reactants are: [ClH:1].[C:2]1([CH:8]2[CH2:13][CH2:12][N:11]([CH2:14][C@@H:15]3[CH2:20][CH2:19][CH2:18][CH2:17][C@H:16]3[NH:21]C(=O)OC(C)(C)C)[CH2:10][CH2:9]2)[CH:7]=[CH:6][CH:5]=[CH:4][CH:3]=1. (3) Given the product [S:23]1[C:27]([C:2]2[C:3]([NH2:22])=[N:4][CH:5]=[C:6]([C:8]3[CH:13]=[CH:12][C:11]([O:14][Si:15]([C:18]([CH3:21])([CH3:20])[CH3:19])([CH3:17])[CH3:16])=[CH:10][CH:9]=3)[N:7]=2)=[CH:26][C:25]2[CH:31]=[CH:32][CH:33]=[CH:34][C:24]1=2, predict the reactants needed to synthesize it. The reactants are: Br[C:2]1[C:3]([NH2:22])=[N:4][CH:5]=[C:6]([C:8]2[CH:13]=[CH:12][C:11]([O:14][Si:15]([C:18]([CH3:21])([CH3:20])[CH3:19])([CH3:17])[CH3:16])=[CH:10][CH:9]=2)[N:7]=1.[S:23]1[C:27](B(O)O)=[CH:26][C:25]2[CH:31]=[CH:32][CH:33]=[CH:34][C:24]1=2.C([O-])([O-])=O.[Na+].[Na+].O.